Dataset: Reaction yield outcomes from USPTO patents with 853,638 reactions. Task: Predict the reaction yield, written as a fraction of the theoretical maximum amount of product (1.0 means a 100% yield; for example, 0.34 means a 34% yield). The reactants are Br[C:2]1[CH:7]=[CH:6][C:5]([Br:8])=[CH:4][N:3]=1.[Li]CCCC.CN([CH:17]=[O:18])C. The catalyst is C1(C)C=CC=CC=1. The product is [Br:8][C:5]1[CH:6]=[CH:7][C:2]([CH:17]=[O:18])=[N:3][CH:4]=1. The yield is 0.310.